The task is: Predict which catalyst facilitates the given reaction.. This data is from Catalyst prediction with 721,799 reactions and 888 catalyst types from USPTO. (1) Reactant: P(Cl)(Cl)(Cl)=O.CN(C)[CH:8]=[O:9].[CH3:11][CH:12]1[CH2:21][CH2:20][CH:19]([CH3:22])[C:18]2[N:17]=[CH:16][CH:15]=[CH:14][C:13]1=2.C(=O)(O)[O-].[Na+]. Product: [CH3:11][CH:12]1[CH2:21][CH2:20][CH:19]([CH3:22])[C:18]2[NH:17][CH:16]([CH:8]=[O:9])[CH:15]=[CH:14][C:13]1=2. The catalyst class is: 175. (2) The catalyst class is: 126. Reactant: [NH2:1][C:2]1[CH:7]=[CH:6][C:5]([C:8]2[S:12][S:11][C:10](=[S:13])[CH:9]=2)=[CH:4][CH:3]=1.[N:14]([O-])=O.[Na+].[C:18]([OH:27])(=[O:26])[C:19]1[C:20](=[CH:22][CH:23]=[CH:24][CH:25]=1)[OH:21].[OH-].[K+].C(=O)([O-])[O-].[Na+].[Na+]. Product: [OH:21][C:20]1[CH:22]=[CH:23][C:24]([N:14]=[N:1][C:2]2[CH:7]=[CH:6][C:5]([C:8]3[S:12][S:11][C:10](=[S:13])[CH:9]=3)=[CH:4][CH:3]=2)=[CH:25][C:19]=1[C:18]([OH:27])=[O:26]. (3) Reactant: Cl[C:2]1[CH:7]=[C:6]([O:8][CH2:9][C:10]#[CH:11])[N:5]=[CH:4][N:3]=1.C(=O)([O-])[O-].[K+].[K+].[F:18][C:19]([F:28])([F:27])[C:20]1[CH:25]=[CH:24][CH:23]=[CH:22][C:21]=1[OH:26].[Cl-].[NH4+]. Product: [F:18][C:19]([F:27])([F:28])[C:20]1[CH:25]=[CH:24][CH:23]=[CH:22][C:21]=1[O:26][C:2]1[CH:7]=[C:6]([O:8][CH2:9][C:10]#[CH:11])[N:5]=[CH:4][N:3]=1. The catalyst class is: 9. (4) Reactant: Cl.[NH2:2][C@@H:3]([C:9]([OH:11])=O)[CH2:4][CH2:5][CH2:6][CH2:7][NH2:8].C[Si](C)(C)N[Si](C)(C)C.Cl[Si](C)(C)C. Product: [NH2:2][C@@H:3]1[CH2:4][CH2:5][CH2:6][CH2:7][NH:8][C:9]1=[O:11]. The catalyst class is: 113. (5) Reactant: [CH2:1]([O:3][C:4](=[O:17])[NH:5][C:6]1[CH:15]=[CH:14][C:13]2[C:8](=[CH:9][CH:10]=[C:11]([OH:16])[CH:12]=2)[CH:7]=1)[CH3:2].C(N(CC)CC)C.[C:25](Cl)(=[O:27])[CH3:26]. Product: [CH2:1]([O:3][C:4](=[O:17])[NH:5][C:6]1[CH:15]=[CH:14][C:13]2[C:8](=[CH:9][CH:10]=[C:11]([O:16][C:25](=[O:27])[CH3:26])[CH:12]=2)[CH:7]=1)[CH3:2]. The catalyst class is: 4.